This data is from Peptide-MHC class I binding affinity with 185,985 pairs from IEDB/IMGT. The task is: Regression. Given a peptide amino acid sequence and an MHC pseudo amino acid sequence, predict their binding affinity value. This is MHC class I binding data. (1) The peptide sequence is VGNVYVKG. The MHC is Mamu-B52 with pseudo-sequence Mamu-B52. The binding affinity (normalized) is 0.322. (2) The MHC is HLA-A01:01 with pseudo-sequence HLA-A01:01. The binding affinity (normalized) is 0. The peptide sequence is HPVHAGPIA. (3) The peptide sequence is SLVIVTTFV. The MHC is HLA-B54:01 with pseudo-sequence HLA-B54:01. The binding affinity (normalized) is 0.0555. (4) The peptide sequence is ERYPGGVSL. The MHC is HLA-A25:01 with pseudo-sequence HLA-A25:01. The binding affinity (normalized) is 0.0847. (5) The peptide sequence is QLVKDESIQL. The MHC is HLA-A68:02 with pseudo-sequence HLA-A68:02. The binding affinity (normalized) is 0.170.